Dataset: Full USPTO retrosynthesis dataset with 1.9M reactions from patents (1976-2016). Task: Predict the reactants needed to synthesize the given product. (1) Given the product [CH2:28]([O:27][C:25](=[O:26])[O:23][C@H:21]1[CH2:22][C@@H:18]([N:12]2[CH:11]=[N:10][C:9]3[C:13]2=[N:14][C:15]([I:17])=[N:16][C:8]=3[Cl:7])[CH:19]=[CH:20]1)[CH3:29], predict the reactants needed to synthesize it. The reactants are: N1C=CC=CC=1.[Cl:7][C:8]1[N:16]=[C:15]([I:17])[N:14]=[C:13]2[C:9]=1[N:10]=[CH:11][N:12]2[C@@H:18]1[CH2:22][C@H:21]([OH:23])[CH:20]=[CH:19]1.Cl[C:25]([O:27][CH2:28][CH3:29])=[O:26]. (2) Given the product [Cl:1][C:2]1[C:7]([C:17]2[C@@:21]3([CH3:39])[CH2:22][CH2:23][C@H:24]4[C@H:33]([C@@H:20]3[CH2:19][CH:18]=2)[CH2:32][CH:31]=[C:30]2[C@:25]4([CH3:38])[CH2:26][CH2:27][C:28](=[O:37])[N:29]2[CH:34]2[CH2:36][CH2:35]2)=[CH:6][CH:5]=[CH:4][N:3]=1, predict the reactants needed to synthesize it. The reactants are: [Cl:1][C:2]1[C:7](B(O)O)=[CH:6][CH:5]=[CH:4][N:3]=1.FC(F)(F)S(O[C:17]1[C@@:21]2([CH3:39])[CH2:22][CH2:23][C@H:24]3[C@H:33]([C@@H:20]2[CH2:19][CH:18]=1)[CH2:32][CH:31]=[C:30]1[C@:25]3([CH3:38])[CH2:26][CH2:27][C:28](=[O:37])[N:29]1[CH:34]1[CH2:36][CH2:35]1)(=O)=O. (3) Given the product [F:37][C:5]1([F:4])[CH:10]([C:11]2[CH:16]=[CH:15][C:14]([NH:17][C:18]3[N:23]=[CH:22][C:21]4=[CH:24][CH:25]=[C:26]([C:27]5[C:28]([O:33][CH3:34])=[N:29][CH:30]=[CH:31][CH:32]=5)[N:20]4[N:19]=3)=[C:13]([O:35][CH3:36])[CH:12]=2)[CH2:9][CH2:8][N:7]([CH2:1][CH2:2][OH:3])[CH2:6]1, predict the reactants needed to synthesize it. The reactants are: [CH2:1]1[O:3][CH2:2]1.[F:4][C:5]1([F:37])[CH:10]([C:11]2[CH:16]=[CH:15][C:14]([NH:17][C:18]3[N:23]=[CH:22][C:21]4=[CH:24][CH:25]=[C:26]([C:27]5[C:28]([O:33][CH3:34])=[N:29][CH:30]=[CH:31][CH:32]=5)[N:20]4[N:19]=3)=[C:13]([O:35][CH3:36])[CH:12]=2)[CH2:9][CH2:8][NH:7][CH2:6]1. (4) Given the product [OH:12][C@H:13]([C:17]([CH3:19])([CH3:18])[CH2:16][S:11][C:2]1[CH:3]=[CH:4][C:5]2[C:10](=[CH:9][CH:8]=[CH:7][CH:6]=2)[CH:1]=1)[C:14]([OH:20])=[O:15], predict the reactants needed to synthesize it. The reactants are: [CH:1]1[C:10]2[C:5](=[CH:6][CH:7]=[CH:8][CH:9]=2)[CH:4]=[CH:3][C:2]=1[SH:11].[OH:12][C@@H:13]1[C:17]([CH3:19])([CH3:18])[CH2:16][O:15][C:14]1=[O:20].C(=O)([O-])[O-].[K+].[K+].Cl. (5) Given the product [ClH:10].[NH:1]1[CH2:4][CH:3]([C:5]([O:7][CH3:8])=[O:6])[CH2:2]1, predict the reactants needed to synthesize it. The reactants are: [NH:1]1[CH2:4][CH:3]([C:5]([OH:7])=[O:6])[CH2:2]1.[CH3:8][Si](C)(C)[Cl:10].